Dataset: Full USPTO retrosynthesis dataset with 1.9M reactions from patents (1976-2016). Task: Predict the reactants needed to synthesize the given product. (1) Given the product [CH:7](=[O:14])[C:8]1[CH:13]=[CH:12][CH:11]=[CH:10][CH:9]=1.[CH:2](=[O:3])[CH3:1], predict the reactants needed to synthesize it. The reactants are: [C:1]([O-])(=O)[C:2](C)=[O:3].[CH:7](=[O:14])[C:8]1[CH:13]=[CH:12][CH:11]=[CH:10][CH:9]=1.CC([C@H](O)C1C=CC=CC=1)=O. (2) Given the product [CH3:7][N:6]([CH3:8])[C:4]([C:3]1[NH:13][C:11]([C:14]2[C:15]([CH3:25])=[CH:16][C:17]([CH3:24])=[C:18]([CH:23]=2)[C:19]([O:21][CH3:22])=[O:20])=[N:12][CH:2]=1)=[O:5], predict the reactants needed to synthesize it. The reactants are: Br[CH2:2][C:3](=O)[C:4]([N:6]([CH3:8])[CH3:7])=[O:5].Cl.[C:11]([C:14]1[C:15]([CH3:25])=[CH:16][C:17]([CH3:24])=[C:18]([CH:23]=1)[C:19]([O:21][CH3:22])=[O:20])(=[NH:13])[NH2:12].C(=O)([O-])[O-].[K+].[K+]. (3) Given the product [Br:1][C:2]1[CH:3]=[C:4]([CH:5]=[CH:6][C:7]=1[F:8])[CH2:9][C:10]1[C:11]2[C:12](=[CH:17][C:18]([F:21])=[CH:19][CH:20]=2)[C:13](=[O:14])[NH:23][N:22]=1, predict the reactants needed to synthesize it. The reactants are: [Br:1][C:2]1[CH:3]=[C:4]([C:9]#[C:10][C:11]2[CH:20]=[CH:19][C:18]([F:21])=[CH:17][C:12]=2[C:13](OC)=[O:14])[CH:5]=[CH:6][C:7]=1[F:8].[NH2:22][NH2:23].O.[OH-].[K+]. (4) Given the product [O:11]=[C:2]([CH3:3])[CH2:1][O:4][CH2:5][C:6]([O:8][CH3:9])=[O:7], predict the reactants needed to synthesize it. The reactants are: [CH2:1]([O:4][CH2:5][C:6]([O:8][CH3:9])=[O:7])[C:2]#[CH:3].S(=O)(=O)(O)[OH:11].